From a dataset of Reaction yield outcomes from USPTO patents with 853,638 reactions. Predict the reaction yield, written as a fraction of the theoretical maximum amount of product (1.0 means a 100% yield; for example, 0.34 means a 34% yield). (1) The reactants are [NH2:1][CH2:2][C:3]([NH2:5])=[O:4].C[Al](C)C.[Cl:10][C:11]1[CH:21]=[C:20](/[CH:22]=[CH:23]/[CH:24]([C:29]2[CH:34]=[C:33]([Cl:35])[C:32]([Cl:36])=[C:31]([Cl:37])[CH:30]=2)[C:25]([F:28])([F:27])[F:26])[CH:19]=[CH:18][C:12]=1[C:13](OCC)=[O:14]. The catalyst is C(Cl)Cl. The product is [Cl:10][C:11]1[CH:21]=[C:20](/[CH:22]=[CH:23]/[CH:24]([C:29]2[CH:30]=[C:31]([Cl:37])[C:32]([Cl:36])=[C:33]([Cl:35])[CH:34]=2)[C:25]([F:26])([F:27])[F:28])[CH:19]=[CH:18][C:12]=1[C:13]([NH:1][CH2:2][C:3](=[O:4])[NH:5][CH2:24][C:25]([F:28])([F:27])[F:26])=[O:14]. The yield is 0.500. (2) The reactants are [Cl:1][C:2]1[CH:10]=[C:9]2[C:5]([C:6]([CH:11]=[O:12])=[CH:7][NH:8]2)=[CH:4][C:3]=1[C:13]1[CH:18]=[CH:17][C:16]([C:19]2([C:22]([OH:24])=[O:23])[CH2:21][CH2:20]2)=[CH:15][CH:14]=1.CC(=CC)C.Cl([O-])=[O:31].[Na+].O.O.P([O-])(O)(O)=O.[Na+]. The catalyst is CC#N.O.C(O)(C)(C)C. The product is [C:22]([C:19]1([C:16]2[CH:17]=[CH:18][C:13]([C:3]3[CH:4]=[C:5]4[C:9](=[CH:10][C:2]=3[Cl:1])[NH:8][CH:7]=[C:6]4[C:11]([OH:31])=[O:12])=[CH:14][CH:15]=2)[CH2:20][CH2:21]1)([OH:24])=[O:23]. The yield is 0.305. (3) The reactants are [Cl:1][C:2]1[C:7]([C:8]([NH:10][C:11]2[CH:12]=[C:13]3[C:19]([O:20][CH3:21])=[N:18][N:17](CC4C=CC(OC)=CC=4)[C:14]3=[N:15][CH:16]=2)=[O:9])=[C:6]([F:31])[C:5]([NH:32][S:33]([CH2:36][CH2:37][CH2:38][O:39][C:40]2[CH:45]=[CH:44][C:43]([O:46][CH3:47])=[CH:42][CH:41]=2)(=[O:35])=[O:34])=[CH:4][CH:3]=1.C(O)(C(F)(F)F)=O. No catalyst specified. The product is [Cl:1][C:2]1[C:7]([C:8]([NH:10][C:11]2[CH:12]=[C:13]3[C:19]([O:20][CH3:21])=[N:18][NH:17][C:14]3=[N:15][CH:16]=2)=[O:9])=[C:6]([F:31])[C:5]([NH:32][S:33]([CH2:36][CH2:37][CH2:38][O:39][C:40]2[CH:41]=[CH:42][C:43]([O:46][CH3:47])=[CH:44][CH:45]=2)(=[O:35])=[O:34])=[CH:4][CH:3]=1. The yield is 0.964.